This data is from Full USPTO retrosynthesis dataset with 1.9M reactions from patents (1976-2016). The task is: Predict the reactants needed to synthesize the given product. The reactants are: [C:1]([N:5]1[C:9]([CH3:10])=[C:8]([N:11]2[C:15](=[O:16])[NH:14][N:13]=[N:12]2)[CH:7]=[N:6]1)([CH3:4])([CH3:3])[CH3:2].[C:17](=O)([O-])[O-].[K+].[K+].S(OC)(OC)(=O)=O.C(=O)(O)[O-].[Na+]. Given the product [C:1]([N:5]1[C:9]([CH3:10])=[C:8]([N:11]2[C:15](=[O:16])[N:14]([CH3:17])[N:13]=[N:12]2)[CH:7]=[N:6]1)([CH3:4])([CH3:2])[CH3:3], predict the reactants needed to synthesize it.